This data is from Forward reaction prediction with 1.9M reactions from USPTO patents (1976-2016). The task is: Predict the product of the given reaction. (1) The product is: [CH2:1]([O:5][C:6]1[CH:10]=[C:9]([CH2:11][CH2:12][C:13]([O:15][CH2:16][CH3:17])=[O:14])[N:8]([CH2:18][C:19]2[CH:24]=[CH:23][C:22]([Cl:25])=[CH:21][C:20]=2[Cl:26])[N:7]=1)[CH2:2][CH2:3][CH3:4]. Given the reactants [CH2:1]([O:5][C:6]1[CH:10]=[C:9](/[CH:11]=[CH:12]/[C:13]([O:15][CH2:16][CH3:17])=[O:14])[N:8]([CH2:18][C:19]2[CH:24]=[CH:23][C:22]([Cl:25])=[CH:21][C:20]=2[Cl:26])[N:7]=1)[CH2:2][CH2:3][CH3:4], predict the reaction product. (2) Given the reactants [F:1][C:2]1[CH:3]=[C:4]([N:15]2[C:19]([OH:20])=[N:18][N:17]=[C:16]2[C:21]2[CH:26]=[C:25]([CH:27]([CH3:29])[CH3:28])[C:24]([OH:30])=[CH:23][C:22]=2[OH:31])[CH:5]=[CH:6][C:7]=1[CH2:8][N:9]1[CH2:14][CH2:13][NH:12][CH2:11][CH2:10]1.[C:32](=O)([O:49]C1C=CC([N+]([O-])=O)=CC=1)[O:33][C:34]1[CH:39]=[CH:38][C:37]([CH2:40][O:41][Si:42]([C:45]([CH3:48])([CH3:47])[CH3:46])([CH3:44])[CH3:43])=[CH:36][CH:35]=1, predict the reaction product. The product is: [OH:31][C:22]1[CH:23]=[C:24]([OH:30])[C:25]([CH:27]([CH3:29])[CH3:28])=[CH:26][C:21]=1[C:16]1[N:15]([C:4]2[CH:5]=[CH:6][C:7]([CH2:8][N:9]3[CH2:14][CH2:13][N:12]([C:32]([O:33][C:34]4[CH:39]=[CH:38][C:37]([CH2:40][O:41][Si:42]([C:45]([CH3:48])([CH3:47])[CH3:46])([CH3:43])[CH3:44])=[CH:36][CH:35]=4)=[O:49])[CH2:11][CH2:10]3)=[C:2]([F:1])[CH:3]=2)[C:19]([OH:20])=[N:18][N:17]=1.